Dataset: Reaction yield outcomes from USPTO patents with 853,638 reactions. Task: Predict the reaction yield, written as a fraction of the theoretical maximum amount of product (1.0 means a 100% yield; for example, 0.34 means a 34% yield). (1) The reactants are [CH2:1]([O:5][C:6]1[CH:11]=[CH:10][C:9]([S:12]([N:15]2[CH2:17][CH:16]2[C:18]([O:20][CH3:21])=[O:19])(=[O:14])=[O:13])=[CH:8][CH:7]=1)[C:2]#[C:3][CH3:4].[Br:22][CH2:23][CH2:24][OH:25].B(F)(F)F.CCOCC. The catalyst is C(OCC)(=O)C. The product is [CH3:21][O:20][C:18](=[O:19])[CH:16]([NH:15][S:12]([C:9]1[CH:10]=[CH:11][C:6]([O:5][CH2:1][C:2]#[C:3][CH3:4])=[CH:7][CH:8]=1)(=[O:14])=[O:13])[CH2:17][O:25][CH2:24][CH2:23][Br:22]. The yield is 0.260. (2) The reactants are [Br:1][CH2:2][CH2:3][CH2:4][NH2:5].[CH3:6][C:7]([O:10][C:11](O[C:11]([O:10][C:7]([CH3:9])([CH3:8])[CH3:6])=[O:12])=[O:12])([CH3:9])[CH3:8]. The catalyst is C(Cl)Cl. The product is [Br:1][CH2:2][CH2:3][CH2:4][NH:5][C:11](=[O:12])[O:10][C:7]([CH3:9])([CH3:8])[CH3:6]. The yield is 0.760. (3) The reactants are ClC1C=C(C=CC=1)C(OO)=[O:6].[F:12][C:13]1[CH:18]=[CH:17][C:16]([C:19]2[CH:28]=[CH:27][C:26]3[C:21](=[CH:22][CH:23]=[C:24]([S:29]([C:32]4[CH:41]=[CH:40][CH:39]=[CH:38][C:33]=4[C:34]([O:36][CH3:37])=[O:35])(=[O:31])=[O:30])[CH:25]=3)[N:20]=2)=[CH:15][CH:14]=1.[OH-].[Ca+2].[OH-]. The catalyst is ClCCl. The product is [F:12][C:13]1[CH:14]=[CH:15][C:16]([C:19]2[CH:28]=[CH:27][C:26]3[C:21](=[CH:22][CH:23]=[C:24]([S:29]([C:32]4[CH:41]=[CH:40][CH:39]=[CH:38][C:33]=4[C:34]([O:36][CH3:37])=[O:35])(=[O:31])=[O:30])[CH:25]=3)[N+:20]=2[O-:6])=[CH:17][CH:18]=1. The yield is 0.420. (4) The reactants are [CH3:1][O:2][CH2:3][C:4]([N:6]1[C:12]2[CH:13]=[CH:14][C:15]([N+:17]([O-])=O)=[CH:16][C:11]=2[O:10][CH2:9][CH2:8][CH2:7]1)=[O:5]. The catalyst is [Pd].C(O)C. The product is [NH2:17][C:15]1[CH:14]=[CH:13][C:12]2[N:6]([C:4](=[O:5])[CH2:3][O:2][CH3:1])[CH2:7][CH2:8][CH2:9][O:10][C:11]=2[CH:16]=1. The yield is 0.850.